From a dataset of Full USPTO retrosynthesis dataset with 1.9M reactions from patents (1976-2016). Predict the reactants needed to synthesize the given product. (1) Given the product [F:21][C:18]([F:19])([F:20])[C:17]1[C:11]2[C:12](=[N:13][CH:14]=[C:9]([NH2:6])[CH:10]=2)[NH:15][N:16]=1, predict the reactants needed to synthesize it. The reactants are: O.O.Cl[Sn]Cl.[N+:6]([C:9]1[CH:10]=[C:11]2[C:17]([C:18]([F:21])([F:20])[F:19])=[N:16][NH:15][C:12]2=[N:13][CH:14]=1)([O-])=O.C(=O)(O)[O-].[Na+]. (2) Given the product [NH2:11][C:7]1[CH:6]=[CH:5][C:4]([N:14]2[CH2:15][CH2:16][N:17]([C:20](=[O:22])[CH3:21])[CH2:18][CH2:19]2)=[C:3]([O:2][CH3:1])[C:8]=1[O:9][CH3:10], predict the reactants needed to synthesize it. The reactants are: [CH3:1][O:2][C:3]1[C:8]([O:9][CH3:10])=[C:7]([N+:11]([O-])=O)[CH:6]=[CH:5][C:4]=1[N:14]1[CH2:19][CH2:18][N:17]([C:20](=[O:22])[CH3:21])[CH2:16][CH2:15]1. (3) Given the product [OH:8][N:9]1[C:14]2[N:15]=[CH:16][N:17]=[C:18]([CH3:19])[C:13]=2[C:12]([NH:20][CH2:21][CH:22]2[CH2:27][CH2:26][N:25]([CH3:28])[CH2:24][CH2:23]2)=[CH:11][C:10]1=[O:29], predict the reactants needed to synthesize it. The reactants are: C([O:8][N:9]1[C:14]2[N:15]=[CH:16][N:17]=[C:18]([CH3:19])[C:13]=2[C:12]([NH:20][CH2:21][CH:22]2[CH2:27][CH2:26][N:25]([CH3:28])[CH2:24][CH2:23]2)=[CH:11][C:10]1=[O:29])C1C=CC=CC=1.[H][H]. (4) The reactants are: F[C:2]1[CH:7]=[CH:6][C:5]([C:8]2[O:9][C:10]3[CH:16]=[CH:15][CH:14]=[CH:13][C:11]=3[N:12]=2)=[CH:4][C:3]=1[N+:17]([O-])=O.C(=O)([O-])O.[Na+].[CH3:25][O:26][C:27]1[C:28]([NH2:33])=[CH:29][CH:30]=[CH:31][CH:32]=1.[H][H]. Given the product [CH3:25][O:26][C:27]1[CH:32]=[CH:31][CH:30]=[CH:29][C:28]=1[NH:33][C:2]1[CH:7]=[CH:6][C:5]([C:8]2[O:9][C:10]3[CH:16]=[CH:15][CH:14]=[CH:13][C:11]=3[N:12]=2)=[CH:4][C:3]=1[NH2:17], predict the reactants needed to synthesize it.